Predict the reactants needed to synthesize the given product. From a dataset of Full USPTO retrosynthesis dataset with 1.9M reactions from patents (1976-2016). (1) Given the product [F:12][C:13]1[C:19]([F:20])=[C:18]([F:21])[CH:17]=[C:16]([F:22])[C:14]=1[NH:15][C:2]1[CH:7]=[CH:6][CH:5]=[CH:4][C:3]=1[CH2:8][C:9]([OH:11])=[O:10], predict the reactants needed to synthesize it. The reactants are: Br[C:2]1[CH:7]=[CH:6][CH:5]=[CH:4][C:3]=1[CH2:8][C:9]([OH:11])=[O:10].[F:12][C:13]1[C:19]([F:20])=[C:18]([F:21])[CH:17]=[C:16]([F:22])[C:14]=1[NH2:15]. (2) Given the product [CH:25]1([NH:28][C:29](=[O:30])[NH:31][C:32]2[CH:33]=[CH:34][C:35]([C:2]3[N:3]=[C:4]([N:18]4[CH2:23][CH2:22][O:21][CH2:20][C@@H:19]4[CH3:24])[C:5]4[CH2:10][N:9]([C:11]([O:13][C:14]([CH3:17])([CH3:16])[CH3:15])=[O:12])[CH2:8][C:6]=4[N:7]=3)=[CH:36][CH:37]=2)[CH2:27][CH2:26]1, predict the reactants needed to synthesize it. The reactants are: Cl[C:2]1[N:3]=[C:4]([N:18]2[CH2:23][CH2:22][O:21][CH2:20][C@@H:19]2[CH3:24])[C:5]2[CH2:10][N:9]([C:11]([O:13][C:14]([CH3:17])([CH3:16])[CH3:15])=[O:12])[CH2:8][C:6]=2[N:7]=1.[CH:25]1([NH:28][C:29]([NH:31][C:32]2[CH:37]=[CH:36][C:35](B3OC(C)(C)C(C)(C)O3)=[CH:34][CH:33]=2)=[O:30])[CH2:27][CH2:26]1. (3) Given the product [N:24]1[C:16]([C:15]2[C:10]([NH:9][C:8]3[C:3]([F:2])=[C:4]([NH:32][S:33]([C:36]4[C:44]5[O:43][CH:42]=[CH:41][C:40]=5[CH:39]=[CH:38][CH:37]=4)(=[O:34])=[O:35])[CH:5]=[CH:6][C:7]=3[F:31])=[N:11][CH:12]=[CH:13][CH:14]=2)=[C:17]2[C:21]([NH:20][CH:19]=[N:18]2)=[N:22][CH:23]=1, predict the reactants needed to synthesize it. The reactants are: Cl.[F:2][C:3]1[C:8]([NH:9][C:10]2[C:15]([C:16]3[N:24]=[CH:23][N:22]=[C:21]4[C:17]=3[N:18]=[CH:19][N:20]4C3CCCCO3)=[CH:14][CH:13]=[CH:12][N:11]=2)=[C:7]([F:31])[CH:6]=[CH:5][C:4]=1[NH:32][S:33]([C:36]1[C:44]2[O:43][CH:42]=[CH:41][C:40]=2[CH:39]=[CH:38][CH:37]=1)(=[O:35])=[O:34]. (4) Given the product [Cl:32][C:33]1[CH:38]=[CH:37][C:36]([C:2]2[N:6]3[CH:7]=[C:8]([C:11]4[CH:12]=[CH:13][C:14]([C:17]([N:19]5[CH2:24][CH2:23][N:22]([CH3:25])[CH2:21][CH2:20]5)=[O:18])=[CH:15][CH:16]=4)[N:9]=[CH:10][C:5]3=[N:4][CH:3]=2)=[CH:35][CH:34]=1, predict the reactants needed to synthesize it. The reactants are: I[C:2]1[N:6]2[CH:7]=[C:8]([C:11]3[CH:16]=[CH:15][C:14]([C:17]([N:19]4[CH2:24][CH2:23][N:22]([CH3:25])[CH2:21][CH2:20]4)=[O:18])=[CH:13][CH:12]=3)[N:9]=[CH:10][C:5]2=[N:4][CH:3]=1.C([O-])([O-])=O.[K+].[K+].[Cl:32][C:33]1[CH:38]=[CH:37][C:36](B(O)O)=[CH:35][CH:34]=1. (5) The reactants are: [C:1]([O:4][C:5]1[CH:13]=[CH:12][C:11]([Br:14])=[CH:10][C:6]=1[C:7]([OH:9])=O)(=[O:3])[CH3:2].[NH2:15][C:16]1[S:17][CH:18]=[C:19]([C:21]([CH3:24])([CH3:23])[CH3:22])[N:20]=1. Given the product [C:1]([O:4][C:5]1[CH:13]=[CH:12][C:11]([Br:14])=[CH:10][C:6]=1[C:7]([NH:15][C:16]1[S:17][CH:18]=[C:19]([C:21]([CH3:24])([CH3:23])[CH3:22])[N:20]=1)=[O:9])(=[O:3])[CH3:2], predict the reactants needed to synthesize it. (6) Given the product [CH3:1][O:2][C:3]([C:5]1[C:6]([OH:30])=[C:7]2[C:12](=[C:13]([C:36]3[N:37]=[CH:38][S:39][CH:40]=3)[N:14]=1)[N:11]([CH2:16][C:17]1[CH:22]=[CH:21][CH:20]=[CH:19][CH:18]=1)[C:10](=[O:23])[C:9]([C:24]1[CH:29]=[CH:28][CH:27]=[CH:26][CH:25]=1)=[CH:8]2)=[O:4], predict the reactants needed to synthesize it. The reactants are: [CH3:1][O:2][C:3]([C:5]1[C:6]([OH:30])=[C:7]2[C:12](=[C:13](Br)[N:14]=1)[N:11]([CH2:16][C:17]1[CH:22]=[CH:21][CH:20]=[CH:19][CH:18]=1)[C:10](=[O:23])[C:9]([C:24]1[CH:29]=[CH:28][CH:27]=[CH:26][CH:25]=1)=[CH:8]2)=[O:4].C([Sn](CCCC)(CCCC)[C:36]1[N:37]=[CH:38][S:39][CH:40]=1)CCC.CCOC(C)=O.Cl. (7) Given the product [CH:11]1([N:10]2[C:4]3[CH:3]=[C:2]([NH:23][C:21](=[O:22])[C:20]4[CH:24]=[CH:25][C:17]([C:15]([CH3:16])=[CH2:14])=[CH:18][CH:19]=4)[N:7]=[CH:6][C:5]=3[CH:8]=[CH:9]2)[CH2:13][CH2:12]1, predict the reactants needed to synthesize it. The reactants are: Cl[C:2]1[N:7]=[CH:6][C:5]2[CH:8]=[CH:9][N:10]([CH:11]3[CH2:13][CH2:12]3)[C:4]=2[CH:3]=1.[CH2:14]=[C:15]([C:17]1[CH:25]=[CH:24][C:20]([C:21]([NH2:23])=[O:22])=[CH:19][CH:18]=1)[CH3:16].C(P(C(C)(C)C)C1C(C)=C(C)C(C)=C(C)C=1C1C(C(C)C)=CC(C(C)C)=CC=1C(C)C)(C)(C)C.[O-]P([O-])([O-])=O.[K+].[K+].[K+]. (8) Given the product [CH3:14][C:13]([O:9][C:3]1[CH:8]=[CH:7][CH:6]=[CH:5][CH:4]=1)([CH3:16])[C:12]([OH:10])=[O:1], predict the reactants needed to synthesize it. The reactants are: [OH-:1].[Na+].[C:3]1([OH:9])[CH:8]=[CH:7][CH:6]=[CH:5][CH:4]=1.[OH2:10].Cl[C:12](Cl)(Cl)[C:13]([CH3:16])(O)[CH3:14].Cl. (9) Given the product [F:1][C:2]1[CH:11]=[C:10]([NH:12][S:13]([C:16]2[CH:21]=[CH:20][C:19]([N:22]3[CH:26]=[C:25]([CH2:27][O:28][CH3:29])[N:24]=[N:23]3)=[CH:18][CH:17]=2)(=[O:15])=[O:14])[C:9]([F:30])=[CH:8][C:3]=1[C:4]([OH:6])=[O:5], predict the reactants needed to synthesize it. The reactants are: [F:1][C:2]1[CH:11]=[C:10]([NH:12][S:13]([C:16]2[CH:21]=[CH:20][C:19]([N:22]3[CH:26]=[C:25]([CH2:27][O:28][CH3:29])[N:24]=[N:23]3)=[CH:18][CH:17]=2)(=[O:15])=[O:14])[C:9]([F:30])=[CH:8][C:3]=1[C:4]([O:6]C)=[O:5].[OH-].[Li+].Cl. (10) Given the product [Br:8][C:9]1[CH:15]=[CH:14][C:12]([N:13]2[CH2:6][CH2:5][NH:4][CH2:3][CH2:2]2)=[CH:11][CH:10]=1, predict the reactants needed to synthesize it. The reactants are: Cl[CH2:2][CH2:3][NH:4][CH2:5][CH2:6]Cl.[Br:8][C:9]1[CH:15]=[CH:14][C:12]([NH2:13])=[CH:11][CH:10]=1.C(=O)([O-])[O-].[K+].[K+].